From a dataset of Reaction yield outcomes from USPTO patents with 853,638 reactions. Predict the reaction yield, written as a fraction of the theoretical maximum amount of product (1.0 means a 100% yield; for example, 0.34 means a 34% yield). (1) The reactants are [CH3:1][C:2]1[CH:7]=[CH:6][C:5]([CH3:8])=[CH:4][C:3]=1[NH:9][C:10]1[N:15]2[N:16]=[CH:17][C:18]([C:19](O)=[O:20])=[C:14]2[N:13]=[CH:12][C:11]=1[C:22]([N:24]1[CH2:29][CH2:28][CH:27]([C:30]2[CH:35]=[CH:34][CH:33]=[CH:32][CH:31]=2)[CH2:26][CH2:25]1)=[O:23].[CH2:36]([S:38]([NH2:41])(=[O:40])=[O:39])[CH3:37]. No catalyst specified. The product is [CH3:1][C:2]1[CH:7]=[CH:6][C:5]([CH3:8])=[CH:4][C:3]=1[NH:9][C:10]1[N:15]2[N:16]=[CH:17][C:18]([C:19]([NH:41][S:38]([CH2:36][CH3:37])(=[O:40])=[O:39])=[O:20])=[C:14]2[N:13]=[CH:12][C:11]=1[C:22]([N:24]1[CH2:29][CH2:28][CH:27]([C:30]2[CH:35]=[CH:34][CH:33]=[CH:32][CH:31]=2)[CH2:26][CH2:25]1)=[O:23]. The yield is 0.420. (2) The reactants are [Cl:1][C:2]1[C:3]([C:19](=[O:29])[N:20]([CH2:25][CH2:26][CH2:27][CH3:28])[CH2:21][CH2:22][CH2:23][CH3:24])=[N:4][N:5]([C:8]2[CH:16]=[CH:15][C:14]([O:17][CH3:18])=[CH:13][C:9]=2[C:10](O)=[O:11])[C:6]=1[CH3:7].[CH2:30]1[C:39]2[C:34](=[CH:35][CH:36]=[CH:37][CH:38]=2)[CH2:33][C@@H:32]([CH2:40][OH:41])[NH:31]1.C(N=C=NCCCN(C)C)C.OC1C2N=NNC=2C=CC=1.C(N(CC)CC)C. The yield is 0.0450. The product is [CH2:25]([N:20]([CH2:21][CH2:22][CH2:23][CH3:24])[C:19]([C:3]1[C:2]([Cl:1])=[C:6]([CH3:7])[N:5]([C:8]2[CH:16]=[CH:15][C:14]([O:17][CH3:18])=[CH:13][C:9]=2[C:10]([N:31]2[C@H:32]([CH2:40][OH:41])[CH2:33][C:34]3[C:39](=[CH:38][CH:37]=[CH:36][CH:35]=3)[CH2:30]2)=[O:11])[N:4]=1)=[O:29])[CH2:26][CH2:27][CH3:28]. The catalyst is ClCCl. (3) The reactants are [Br:1][C:2]1[CH:7]=[CH:6][C:5]([CH2:8]Br)=[CH:4][N:3]=1.[C-:10]#[N:11].[K+]. The catalyst is C(Cl)Cl.O.CCCC[N+](CCCC)(CCCC)CCCC.[Br-].C(Cl)Cl. The product is [Br:1][C:2]1[N:3]=[CH:4][C:5]([CH2:8][C:10]#[N:11])=[CH:6][CH:7]=1. The yield is 0.530. (4) The reactants are Br[C:2]1[S:3][C:4]([NH:16]C(=O)OC(C)(C)C)=[C:5]([C:7](=[O:15])[NH:8][C:9]2[CH:10]=[N:11][N:12]([CH3:14])[CH:13]=2)[N:6]=1.B1([C:33]2[CH:38]=[CH:37][CH:36]=[C:35]([CH2:39][N:40]3[CH2:45][CH2:44][O:43][CH2:42][CH2:41]3)[CH:34]=2)OC(C)(C)C(C)(C)O1. No catalyst specified. The product is [NH2:16][C:4]1[S:3][C:2]([C:37]2[CH:38]=[CH:33][CH:34]=[C:35]([CH2:39][N:40]3[CH2:45][CH2:44][O:43][CH2:42][CH2:41]3)[CH:36]=2)=[N:6][C:5]=1[C:7]([NH:8][C:9]1[CH:10]=[N:11][N:12]([CH3:14])[CH:13]=1)=[O:15]. The yield is 0.360. (5) The catalyst is O1CCOCC1.O. The reactants are [O:1]=[C:2]([NH:25][C:26]1[NH:30][C:29]([C:31]2[CH:36]=[CH:35][N:34]=[CH:33][CH:32]=2)=[N:28][N:27]=1)[C@@H:3]([N:11]([CH2:19][C:20]1[N:21]=[CH:22][S:23][CH:24]=1)C(=O)OC(C)(C)C)[CH2:4][C:5]1[CH:10]=[CH:9][CH:8]=[CH:7][CH:6]=1.Cl.C([O-])(O)=O.[Na+]. The product is [C:5]1([CH2:4][C@H:3]([NH:11][CH2:19][C:20]2[N:21]=[CH:22][S:23][CH:24]=2)[C:2]([NH:25][C:26]2[NH:30][C:29]([C:31]3[CH:36]=[CH:35][N:34]=[CH:33][CH:32]=3)=[N:28][N:27]=2)=[O:1])[CH:10]=[CH:9][CH:8]=[CH:7][CH:6]=1. The yield is 0.370. (6) The reactants are [C:1]([CH2:3][C:4]([N:6]1[CH2:11][CH2:10][C@@H:9]([CH3:12])[C@@H:8]([N:13](C)[C:14](=O)OC(C)(C)C)[CH2:7]1)=[O:5])#[N:2].[ClH:22].O1CCOCC1. The catalyst is C1COCC1. The product is [ClH:22].[CH3:12][C@@H:9]1[CH2:10][CH2:11][N:6]([C:4](=[O:5])[CH2:3][C:1]#[N:2])[CH2:7][C@@H:8]1[NH:13][CH3:14]. The yield is 0.940. (7) The reactants are [CH3:1][C:2]([CH3:10])([C:5](=O)[CH2:6][C:7]#[N:8])[C:3]#[N:4].S(O)(O)(=O)=O.NO.C(C1C=C(N)[O:23][N:22]=1)(C)C. No catalyst specified. The product is [NH2:8][C:7]1[O:23][N:22]=[C:5]([C:2]([CH3:10])([CH3:1])[C:3]#[N:4])[CH:6]=1. The yield is 0.230.